Task: Predict the product of the given reaction.. Dataset: Forward reaction prediction with 1.9M reactions from USPTO patents (1976-2016) (1) Given the reactants [C:1]([O:5][C:6]([N:8]1[CH2:12][C@H:11]([F:13])[CH2:10][C@H:9]1[C:14](=[O:27])[NH:15][C:16]1[CH:21]=[CH:20][C:19]([C:22]([O:24]C)=[O:23])=[C:18]([Br:26])[CH:17]=1)=[O:7])([CH3:4])([CH3:3])[CH3:2].[OH-].[Na+], predict the reaction product. The product is: [C:1]([O:5][C:6]([N:8]1[CH2:12][C@H:11]([F:13])[CH2:10][C@H:9]1[C:14](=[O:27])[NH:15][C:16]1[CH:21]=[CH:20][C:19]([C:22]([OH:24])=[O:23])=[C:18]([Br:26])[CH:17]=1)=[O:7])([CH3:4])([CH3:2])[CH3:3]. (2) The product is: [CH3:36][O:37][C:38]1[CH:43]=[CH:42][CH:41]=[CH:40][C:39]=1[N:44]1[CH2:49][CH2:48][N:47]([CH2:17][CH2:18][CH2:19][CH2:20][O:21][C:22]2[CH:31]=[C:30]3[C:25]([CH2:26][CH2:27][C:28](=[O:32])[NH:29]3)=[CH:24][CH:23]=2)[CH2:46][CH2:45]1. Given the reactants C(OC1C=CC=CC=1N1CCCN([CH2:17][CH2:18][CH2:19][CH2:20][O:21][C:22]2[CH:31]=[C:30]3[C:25]([CH2:26][CH2:27][C:28](=[O:32])[NH:29]3)=[CH:24][CH:23]=2)CC1)C.[Na+].[I-].Cl.[CH3:36][O:37][C:38]1[CH:43]=[CH:42][CH:41]=[CH:40][C:39]=1[N:44]1[CH2:49][CH2:48][NH:47][CH2:46][CH2:45]1.C([O-])([O-])=O.[K+].[K+], predict the reaction product. (3) Given the reactants [CH2:1]([N:5]([S:32]([C:35]1[CH:40]=[CH:39][C:38]([CH3:41])=[CH:37][CH:36]=1)(=[O:34])=[O:33])[C@H:6]([C:29]([OH:31])=[O:30])[CH2:7][CH2:8][CH2:9][CH2:10][NH:11][C:12]([O:14]CC1C2C=CC=CC=2C2C1=CC=CC=2)=O)[CH:2]([CH3:4])[CH3:3].[CH3:42][C:43]1[CH:48]=[CH:47][C:46]([S:49]([NH:52][C@H:53](C(O)=O)[CH2:54][CH2:55][CH2:56][CH2:57][NH:58]C(OC(C)(C)C)=O)(=[O:51])=[O:50])=[CH:45][CH:44]=1, predict the reaction product. The product is: [CH2:1]([N:5]([S:32]([C:35]1[CH:36]=[CH:37][C:38]([CH3:41])=[CH:39][CH:40]=1)(=[O:34])=[O:33])[C@H:6]([C:29]([OH:31])=[O:30])[CH2:7][CH2:8][CH2:9][CH2:10][NH:11][C:12](=[O:14])[C@H:53]([CH2:54][CH2:55][CH2:56][CH2:57][NH2:58])[NH:52][S:49]([C:46]1[CH:47]=[CH:48][C:43]([CH3:42])=[CH:44][CH:45]=1)(=[O:50])=[O:51])[CH:2]([CH3:3])[CH3:4]. (4) Given the reactants Br[C:2]1[CH:3]=[CH:4][C:5]2[N:6]([N:8]=[C:9]([NH:11][C:12](=[O:14])[CH3:13])[N:10]=2)[CH:7]=1.[CH3:15][C:16]1([CH3:32])[C:20]([CH3:22])([CH3:21])[O:19][B:18]([B:18]2[O:19][C:20]([CH3:22])([CH3:21])[C:16]([CH3:32])([CH3:15])[O:17]2)[O:17]1.C(=O)([O-])[O-].[Na+].[Na+], predict the reaction product. The product is: [CH3:15][C:16]1([CH3:32])[C:20]([CH3:22])([CH3:21])[O:19][B:18]([C:2]2[CH:3]=[CH:4][C:5]3[N:6]([N:8]=[C:9]([NH:11][C:12](=[O:14])[CH3:13])[N:10]=3)[CH:7]=2)[O:17]1. (5) Given the reactants N1C=CC=CC=1.[NH2:7][C:8]1[CH:17]=[CH:16][C:11]([C:12]([O:14][CH3:15])=[O:13])=[C:10]([Cl:18])[CH:9]=1.[CH3:19][N:20]([CH3:25])[S:21](Cl)(=[O:23])=[O:22], predict the reaction product. The product is: [CH3:19][N:20]([CH3:25])[S:21]([NH:7][C:8]1[CH:17]=[CH:16][C:11]([C:12]([O:14][CH3:15])=[O:13])=[C:10]([Cl:18])[CH:9]=1)(=[O:23])=[O:22]. (6) Given the reactants [CH2:1](CN)[C:2]1[CH:7]=[CH:6][CH:5]=[CH:4][CH:3]=1.[CH:10]([N:13](CC)C(C)C)(C)C.Br[C:20]1[N:24]([CH2:25][C:26]([CH3:29])([OH:28])[CH3:27])[N:23]=[C:22]([Br:30])[N:21]=1.CCOC(C)=O, predict the reaction product. The product is: [CH2:1]([N:13]([CH3:10])[C:20]1[N:24]([CH2:25][C:26]([CH3:29])([OH:28])[CH3:27])[N:23]=[C:22]([Br:30])[N:21]=1)[C:2]1[CH:3]=[CH:4][CH:5]=[CH:6][CH:7]=1. (7) The product is: [CH2:17]([N:24]1[CH:2]=[C:1]([C:3]2[CH:10]=[CH:9][CH:8]=[CH:7][C:4]=2[C:5]#[N:6])[N:26]=[N:25]1)[C:18]1[CH:23]=[CH:22][CH:21]=[CH:20][CH:19]=1. Given the reactants [C:1]([C:3]1[CH:10]=[CH:9][CH:8]=[CH:7][C:4]=1[C:5]#[N:6])#[CH:2].CC(O)(C)C.O.[CH2:17]([N:24]=[N+:25]=[N-:26])[C:18]1[CH:23]=[CH:22][CH:21]=[CH:20][CH:19]=1.O=C1O[C@H]([C@H](CO)O)C([O-])=C1O.[Na+], predict the reaction product.